Dataset: Full USPTO retrosynthesis dataset with 1.9M reactions from patents (1976-2016). Task: Predict the reactants needed to synthesize the given product. (1) Given the product [CH3:9][C:10]1[CH:15]=[C:14]([N+:16]([O-:18])=[O:17])[CH:13]=[CH:12][C:11]=1[N:19]=[C:20]1[NH:8][C@@H:3]([CH2:4][CH:5]([CH3:7])[CH3:6])[CH2:2][S:21]1, predict the reactants needed to synthesize it. The reactants are: O[CH2:2][C@@H:3]([NH2:8])[CH2:4][CH:5]([CH3:7])[CH3:6].[CH3:9][C:10]1[CH:15]=[C:14]([N+:16]([O-:18])=[O:17])[CH:13]=[CH:12][C:11]=1[N:19]=[C:20]=[S:21]. (2) Given the product [F:1][C:2]([F:38])([F:37])[C:3]1[CH:4]=[C:5]([C@H:13]2[O:17][C:16](=[O:18])[N:15]([CH2:19][C:20]3[C:21]([N:27]([CH:30]4[CH2:35][CH2:34][CH2:33][CH2:32][CH2:31]4)[CH2:28][CH3:29])=[N:22][CH:23]=[C:24]([OH:39])[CH:25]=3)[C@H:14]2[CH3:36])[CH:6]=[C:7]([C:9]([F:12])([F:11])[F:10])[CH:8]=1, predict the reactants needed to synthesize it. The reactants are: [F:1][C:2]([F:38])([F:37])[C:3]1[CH:4]=[C:5]([C@H:13]2[O:17][C:16](=[O:18])[N:15]([CH2:19][C:20]3[C:21]([N:27]([CH:30]4[CH2:35][CH2:34][CH2:33][CH2:32][CH2:31]4)[CH2:28][CH3:29])=[N:22][CH:23]=[C:24](Br)[CH:25]=3)[C@H:14]2[CH3:36])[CH:6]=[C:7]([C:9]([F:12])([F:11])[F:10])[CH:8]=1.[OH-:39].[K+].C(P(C(C)(C)C)C1C(C)=C(C)C(C)=C(C)C=1C1C(C(C)C)=CC(C(C)C)=CC=1C(C)C)(C)(C)C.